This data is from Full USPTO retrosynthesis dataset with 1.9M reactions from patents (1976-2016). The task is: Predict the reactants needed to synthesize the given product. (1) Given the product [OH:20][CH2:19][C:16]1[CH:17]=[CH:18][C:11]2[CH2:10][CH2:9][N:8]([C:6]([O:5][C:1]([CH3:2])([CH3:3])[CH3:4])=[O:7])[CH2:14][CH2:13][C:12]=2[CH:15]=1, predict the reactants needed to synthesize it. The reactants are: [C:1]([O:5][C:6]([N:8]1[CH2:14][CH2:13][C:12]2[CH:15]=[C:16]([C:19](O)=[O:20])[CH:17]=[CH:18][C:11]=2[CH2:10][CH2:9]1)=[O:7])([CH3:4])([CH3:3])[CH3:2]. (2) Given the product [F:31][C:2]([F:1])([F:30])[C:3]([C:5]1[CH:10]=[CH:9][C:8]([C:11]2[S:12][C:13]3[C:18]([N:19]=2)=[CH:17][CH:16]=[C:15]([C:20]2([C:23]4[CH:24]=[CH:25][CH:26]=[CH:27][CH:28]=4)[CH2:21][CH2:22]2)[N:14]=3)=[C:7]([F:29])[CH:6]=1)=[O:4], predict the reactants needed to synthesize it. The reactants are: [F:1][C:2]([F:31])([F:30])[CH:3]([C:5]1[CH:10]=[CH:9][C:8]([C:11]2[S:12][C:13]3[C:18]([N:19]=2)=[CH:17][CH:16]=[C:15]([C:20]2([C:23]4[CH:28]=[CH:27][CH:26]=[CH:25][CH:24]=4)[CH2:22][CH2:21]2)[N:14]=3)=[C:7]([F:29])[CH:6]=1)[OH:4].CC(OI1(OC(C)=O)(OC(C)=O)OC(=O)C2C=CC=CC1=2)=O.CCOC(C)=O.CCCCCC. (3) Given the product [F:32][C:31]1[C:30]([O:33][CH3:34])=[CH:29][CH:28]=[C:27]([F:35])[C:26]=1[CH2:25][O:1][C:2]1[C:3]2[N:4]([C:9]([C:13]([O:15][CH2:16][CH3:17])=[O:14])=[C:10]([CH3:12])[N:11]=2)[CH:5]=[C:6]([CH3:8])[CH:7]=1, predict the reactants needed to synthesize it. The reactants are: [OH:1][C:2]1[C:3]2[N:4]([C:9]([C:13]([O:15][CH2:16][CH3:17])=[O:14])=[C:10]([CH3:12])[N:11]=2)[CH:5]=[C:6]([CH3:8])[CH:7]=1.C(=O)([O-])[O-].[Cs+].[Cs+].Br[CH2:25][C:26]1[C:31]([F:32])=[C:30]([O:33][CH3:34])[CH:29]=[CH:28][C:27]=1[F:35].O.